The task is: Predict the reactants needed to synthesize the given product.. This data is from Full USPTO retrosynthesis dataset with 1.9M reactions from patents (1976-2016). (1) Given the product [NH2:23][C@H:18]1[CH2:19][CH2:20][CH2:21][CH2:22][C@H:17]1[NH:16][C:11]1[N:10]=[C:9]([C:31]2[CH:32]=[N:33][N:34]([CH3:36])[CH:35]=2)[C:8]2[C:7](=[O:37])[NH:6][CH2:14][C:13]=2[C:12]=1[F:15].[C:44]([OH:50])([C:46]([F:49])([F:48])[F:47])=[O:45], predict the reactants needed to synthesize it. The reactants are: COC1C=C(OC)C=CC=1C[N:6]1[CH2:14][C:13]2[C:12]([F:15])=[C:11]([NH:16][C@@H:17]3[CH2:22][CH2:21][CH2:20][CH2:19][C@@H:18]3[NH:23]C(=O)OC(C)(C)C)[N:10]=[C:9]([C:31]3[CH:32]=[N:33][N:34]([CH3:36])[CH:35]=3)[C:8]=2[C:7]1=[O:37].[C:44]([OH:50])([C:46]([F:49])([F:48])[F:47])=[O:45]. (2) Given the product [O:48]1[CH2:49][CH2:50][CH2:51][CH2:52][CH:47]1[O:46][NH:45][C:43](=[O:44])/[CH:42]=[CH:41]/[C:38]1[CH:39]=[CH:40][N:36]([S:33]([C:30]2[CH:29]=[CH:28][C:27]([C:25]3[N:11]=[N:10][N:9]([CH2:8][CH2:7][N:4]4[CH2:5][CH2:6][O:1][CH2:2][CH2:3]4)[CH:26]=3)=[CH:32][CH:31]=2)(=[O:35])=[O:34])[CH:37]=1, predict the reactants needed to synthesize it. The reactants are: [O:1]1[CH2:6][CH2:5][N:4]([CH2:7][CH2:8][N:9]=[N+:10]=[N-:11])[CH2:3][CH2:2]1.O=C1O[C@H]([C@H](CO)O)C([O-])=C1O.[Na+].[C:25]([C:27]1[CH:32]=[CH:31][C:30]([S:33]([N:36]2[CH:40]=[CH:39][C:38](/[CH:41]=[CH:42]/[C:43]([NH:45][O:46][CH:47]3[CH2:52][CH2:51][CH2:50][CH2:49][O:48]3)=[O:44])=[CH:37]2)(=[O:35])=[O:34])=[CH:29][CH:28]=1)#[CH:26].C(Cl)Cl. (3) Given the product [Cl:1][C:2]1[C:3]([NH:15][CH:16]2[CH2:26][CH2:25][C:19]3([CH2:24][CH2:23][N:22]([C:27](=[O:29])[CH3:28])[CH2:21][CH2:20]3)[CH2:18][CH2:17]2)=[N:4][C:5]([NH:8][C:9]2[CH:10]=[N:11][N:12]([CH3:14])[CH:13]=2)=[N:6][CH:7]=1, predict the reactants needed to synthesize it. The reactants are: [Cl:1][C:2]1[C:3]([NH:15][CH:16]2[CH2:26][CH2:25][C:19]3([CH2:24][CH2:23][NH:22][CH2:21][CH2:20]3)[CH2:18][CH2:17]2)=[N:4][C:5]([NH:8][C:9]2[CH:10]=[N:11][N:12]([CH3:14])[CH:13]=2)=[N:6][CH:7]=1.[C:27](OC(=O)C)(=[O:29])[CH3:28].C(N(CC)CC)C. (4) Given the product [OH:9][C:7]1[C:6]([O:10][CH2:11][CH2:12][N:13]2[CH2:17][CH2:16][CH2:15][CH2:14]2)=[CH:5][N:4]=[C:3]([CH2:2][NH:1][CH:20]=[C:21]2[C:30]3[C:25](=[CH:26][CH:27]=[C:28]([I:31])[CH:29]=3)[C:24](=[O:32])[NH:23][C:22]2=[O:33])[CH:8]=1, predict the reactants needed to synthesize it. The reactants are: [NH2:1][CH2:2][C:3]1[CH:8]=[C:7]([OH:9])[C:6]([O:10][CH2:11][CH2:12][N:13]2[CH2:17][CH2:16][CH2:15][CH2:14]2)=[CH:5][N:4]=1.CO[CH:20]=[C:21]1[C:30]2[C:25](=[CH:26][CH:27]=[C:28]([I:31])[CH:29]=2)[C:24](=[O:32])[NH:23][C:22]1=[O:33].